Dataset: Full USPTO retrosynthesis dataset with 1.9M reactions from patents (1976-2016). Task: Predict the reactants needed to synthesize the given product. Given the product [O:27]1[CH:31]=[CH:30][CH:29]=[C:28]1[C:2]1[CH:26]=[CH:25][C:5]2[C:6]3[CH:12]=[C:11]([S:13]([NH:16][C@H:17]([CH:22]([CH3:24])[CH3:23])[C:18]([O:20][CH3:21])=[O:19])(=[O:14])=[O:15])[CH:10]=[CH:9][C:7]=3[S:8][C:4]=2[CH:3]=1, predict the reactants needed to synthesize it. The reactants are: I[C:2]1[CH:26]=[CH:25][C:5]2[C:6]3[CH:12]=[C:11]([S:13]([NH:16][C@H:17]([CH:22]([CH3:24])[CH3:23])[C:18]([O:20][CH3:21])=[O:19])(=[O:15])=[O:14])[CH:10]=[CH:9][C:7]=3[S:8][C:4]=2[CH:3]=1.[O:27]1[CH:31]=[CH:30][CH:29]=[C:28]1B1OC(C)(C)C(C)(C)O1.C(Cl)Cl.[O-]P([O-])([O-])=O.[K+].[K+].[K+].